From a dataset of Catalyst prediction with 721,799 reactions and 888 catalyst types from USPTO. Predict which catalyst facilitates the given reaction. (1) Reactant: [Br:1][C:2]1[CH:7]=[CH:6][C:5]([Cl:8])=[C:4]([CH2:9]O)[CH:3]=1.S(Cl)([Cl:13])=O. Product: [Br:1][C:2]1[CH:7]=[CH:6][C:5]([Cl:8])=[C:4]([CH2:9][Cl:13])[CH:3]=1. The catalyst class is: 4. (2) Reactant: [ClH:1].C[O:3][C:4]1[CH:13]=[CH:12][CH:11]=[C:10]2[C:5]=1[CH2:6][CH2:7][C@H:8]([N:14]([CH2:22][CH2:23][CH3:24])[CH2:15][CH2:16][C:17]1[S:18][CH:19]=[CH:20][CH:21]=1)[CH2:9]2.B(Br)(Br)Br.C(=O)(O)[O-].[Na+]. Product: [CH3:24][CH2:23][CH2:22][N:14]([C@@H:8]1[CH2:9][C:10]2[CH:11]=[CH:12][CH:13]=[C:4]([OH:3])[C:5]=2[CH2:6][CH2:7]1)[CH2:15][CH2:16][C:17]1[S:18][CH:19]=[CH:20][CH:21]=1.[ClH:1]. The catalyst class is: 4. (3) Reactant: [ClH:1].[N:2]1[CH:3]=[CH:4][N:5]2[CH:10]=[CH:9][C:8]([C:11]#[N:12])=[CH:7][C:6]=12.[CH3:13][OH:14]. Product: [ClH:1].[CH3:13][O:14][C:11]([C:8]1[CH:9]=[CH:10][N:5]2[CH:4]=[CH:3][N:2]=[C:6]2[CH:7]=1)=[NH:12]. The catalyst class is: 28.